This data is from Full USPTO retrosynthesis dataset with 1.9M reactions from patents (1976-2016). The task is: Predict the reactants needed to synthesize the given product. (1) Given the product [CH2:1]([O:3][C:4](=[O:28])[CH2:5][CH2:6][N:7]1[C:16]2[C:11](=[CH:12][C:13]([OH:17])=[CH:14][CH:15]=2)[CH2:10][CH2:9][C:8]1=[O:27])[CH3:2], predict the reactants needed to synthesize it. The reactants are: [CH2:1]([O:3][C:4](=[O:28])[CH2:5][CH2:6][N:7]1[C:16]2[C:11](=[CH:12][C:13]([O:17]CC3C=CC(OC)=CC=3)=[CH:14][CH:15]=2)[CH2:10][CH2:9][C:8]1=[O:27])[CH3:2].[H][H]. (2) Given the product [CH2:1]([N:8]1[C:16]2[C:11](=[C:12]([C:17]3[CH:22]=[CH:21][C:20]([OH:23])=[CH:19][CH:18]=3)[CH:13]=[CH:14][CH:15]=2)[C:10]([CH3:25])=[C:9]1[C:26]1[CH:31]=[CH:30][CH:29]=[CH:28][CH:27]=1)[C:2]1[CH:3]=[CH:4][CH:5]=[CH:6][CH:7]=1, predict the reactants needed to synthesize it. The reactants are: [CH2:1]([N:8]1[C:16]2[C:11](=[C:12]([C:17]3[CH:22]=[CH:21][C:20]([O:23]C)=[CH:19][CH:18]=3)[CH:13]=[CH:14][CH:15]=2)[C:10]([CH3:25])=[C:9]1[C:26]1[CH:31]=[CH:30][CH:29]=[CH:28][CH:27]=1)[C:2]1[CH:7]=[CH:6][CH:5]=[CH:4][CH:3]=1.B(Br)(Br)Br. (3) The reactants are: [Br:1][C:2]1[CH:3]=[C:4]([F:10])[C:5]([O:8]C)=[N:6][CH:7]=1.Cl. Given the product [Br:1][C:2]1[CH:3]=[C:4]([F:10])[C:5]([OH:8])=[N:6][CH:7]=1, predict the reactants needed to synthesize it.